The task is: Predict which catalyst facilitates the given reaction.. This data is from Catalyst prediction with 721,799 reactions and 888 catalyst types from USPTO. Reactant: Cl.[CH:2]1C=CC2N(O)N=NC=2C=1.O.[C:13]([O:17][C:18]([NH:20][C@@H:21]([CH2:30][CH2:31][CH2:32][CH2:33][NH:34][C:35]([O:37][C:38]([CH3:41])([CH3:40])[CH3:39])=[O:36])[C:22]([NH:24][CH2:25][CH2:26][C:27]([OH:29])=[O:28])=[O:23])=[O:19])([CH3:16])([CH3:15])[CH3:14]. Product: [C:13]([O:17][C:18]([NH:20][C@@H:21]([CH2:30][CH2:31][CH2:32][CH2:33][NH:34][C:35]([O:37][C:38]([CH3:41])([CH3:40])[CH3:39])=[O:36])[C:22]([NH:24][CH2:25][CH2:26][C:27]([O:29][CH3:2])=[O:28])=[O:23])=[O:19])([CH3:16])([CH3:15])[CH3:14]. The catalyst class is: 607.